From a dataset of TCR-epitope binding with 47,182 pairs between 192 epitopes and 23,139 TCRs. Binary Classification. Given a T-cell receptor sequence (or CDR3 region) and an epitope sequence, predict whether binding occurs between them. (1) The epitope is FADDLNQLTGY. The TCR CDR3 sequence is CASSYGAGGYNEQFF. Result: 0 (the TCR does not bind to the epitope). (2) The epitope is PKYVKQNTLKLAT. The TCR CDR3 sequence is CASSYSGGVGETQYF. Result: 1 (the TCR binds to the epitope). (3) The epitope is GLCTLVAML. The TCR CDR3 sequence is CASNPGTGTDTQYF. Result: 0 (the TCR does not bind to the epitope). (4) The epitope is SFHSLHLLF. The TCR CDR3 sequence is CSVVTGTVTYNEQFF. Result: 0 (the TCR does not bind to the epitope).